From a dataset of Peptide-MHC class II binding affinity with 134,281 pairs from IEDB. Regression. Given a peptide amino acid sequence and an MHC pseudo amino acid sequence, predict their binding affinity value. This is MHC class II binding data. (1) The peptide sequence is AADLDAVAAFVESGR. The MHC is HLA-DPA10201-DPB10501 with pseudo-sequence HLA-DPA10201-DPB10501. The binding affinity (normalized) is 0.0676. (2) The peptide sequence is YVIRAQLHVGAKQEN. The MHC is DRB5_0101 with pseudo-sequence DRB5_0101. The binding affinity (normalized) is 0.904.